This data is from Catalyst prediction with 721,799 reactions and 888 catalyst types from USPTO. The task is: Predict which catalyst facilitates the given reaction. (1) Reactant: [CH2:1](Br)[CH:2]=[CH2:3].[N+:5]([C:8]1[CH:13]=[CH:12][C:11]([OH:14])=[CH:10][CH:9]=1)([O-:7])=[O:6].C([O-])([O-])=O.[K+].[K+]. Product: [CH2:1]([O:14][C:11]1[CH:12]=[CH:13][C:8]([N+:5]([O-:7])=[O:6])=[CH:9][CH:10]=1)[CH:2]=[CH2:3]. The catalyst class is: 23. (2) Reactant: [CH3:1][O:2][C:3]1[CH:30]=[CH:29][C:6]([CH2:7][N:8]2[N:12]=[N:11][C:10]([C:13]3[C:18](=[O:19])[N:17]4[CH:20]=[CH:21][C:22]([C:24]([O:26]CC)=[O:25])=[CH:23][C:16]4=[N:15][CH:14]=3)=[N:9]2)=[CH:5][CH:4]=1.[OH-].[Na+].Cl.O. Product: [CH3:1][O:2][C:3]1[CH:4]=[CH:5][C:6]([CH2:7][N:8]2[N:12]=[N:11][C:10]([C:13]3[C:18](=[O:19])[N:17]4[CH:20]=[CH:21][C:22]([C:24]([OH:26])=[O:25])=[CH:23][C:16]4=[N:15][CH:14]=3)=[N:9]2)=[CH:29][CH:30]=1. The catalyst class is: 7. (3) Reactant: [NH2:1][C:2]1[CH:3]=[C:4]([CH:12]=[CH:13][C:14]=1[NH2:15])[O:5][CH2:6][C:7]([O:9][CH2:10][CH3:11])=[O:8].N1C=CC=CC=1.Cl[C:23](Cl)([O:25]C(=O)OC(Cl)(Cl)Cl)Cl. Product: [O:25]=[C:23]1[NH:15][C:14]2[CH:13]=[CH:12][C:4]([O:5][CH2:6][C:7]([O:9][CH2:10][CH3:11])=[O:8])=[CH:3][C:2]=2[NH:1]1. The catalyst class is: 22. (4) Reactant: [Cl-].[Al+3].[Cl-].[Cl-].[C:5](Cl)(=[O:8])[CH2:6][CH3:7].[CH3:10][O:11][C:12](=[O:21])[C:13]1[CH:18]=[CH:17][C:16]([F:19])=[CH:15][C:14]=1[OH:20]. Product: [CH3:10][O:11][C:12](=[O:21])[C:13]1[CH:18]=[C:17]([C:5](=[O:8])[CH2:6][CH3:7])[C:16]([F:19])=[CH:15][C:14]=1[OH:20]. The catalyst class is: 4. (5) Reactant: [NH2:1][C:2]1[CH:10]=[C:9]2[C:5]([CH2:6][CH2:7][CH2:8]2)=[CH:4][C:3]=1[C:11]([O:13][CH3:14])=[O:12].NC1C=CC2CCCC=2C=1C(OC)=O.N1C=CC=CC=1.Cl[C:36]([O:38][CH:39]([CH3:41])[CH3:40])=[O:37].Cl. Product: [CH:39]([O:38][C:36]([NH:1][C:2]1[CH:10]=[C:9]2[C:5]([CH2:6][CH2:7][CH2:8]2)=[CH:4][C:3]=1[C:11]([O:13][CH3:14])=[O:12])=[O:37])([CH3:41])[CH3:40]. The catalyst class is: 2. (6) Reactant: [Cl:1][C:2]1[CH:3]=[CH:4][C:5]([O:51][CH:52]([F:54])[F:53])=[C:6]([C:8]2[C:12]([NH:13][C:14]([C:16]3[CH:17]=[N:18][N:19]4[CH:24]=[CH:23][CH:22]=[N:21][C:20]=34)=[O:15])=[CH:11][N:10]([CH2:25][C:26]([N:28]3[CH2:33][CH2:32][CH:31]([C:34]([O:36][CH2:37][CH:38]4[CH2:43][CH2:42][N:41](C(OC(C)(C)C)=O)[CH2:40][CH2:39]4)=[O:35])[CH2:30][CH2:29]3)=[O:27])[N:9]=2)[CH:7]=1. Product: [Cl:1][C:2]1[CH:3]=[CH:4][C:5]([O:51][CH:52]([F:54])[F:53])=[C:6]([C:8]2[C:12]([NH:13][C:14]([C:16]3[CH:17]=[N:18][N:19]4[CH:24]=[CH:23][CH:22]=[N:21][C:20]=34)=[O:15])=[CH:11][N:10]([CH2:25][C:26]([N:28]3[CH2:33][CH2:32][CH:31]([C:34]([O:36][CH2:37][CH:38]4[CH2:43][CH2:42][NH:41][CH2:40][CH2:39]4)=[O:35])[CH2:30][CH2:29]3)=[O:27])[N:9]=2)[CH:7]=1. The catalyst class is: 393.